Dataset: Forward reaction prediction with 1.9M reactions from USPTO patents (1976-2016). Task: Predict the product of the given reaction. (1) Given the reactants Br[C:2]1[N:7]=[C:6]([CH2:8][NH:9][CH2:10][CH2:11][O:12][CH3:13])[CH:5]=[CH:4][CH:3]=1.[CH2:14]([N:18]1[CH2:23][CH2:22][CH2:21][CH2:20][CH2:19]1)[CH2:15][C:16]#[CH:17], predict the reaction product. The product is: [CH3:13][O:12][CH2:11][CH2:10][NH:9][CH2:8][C:6]1[CH:5]=[CH:4][CH:3]=[C:2]([C:17]#[C:16][CH2:15][CH2:14][N:18]2[CH2:23][CH2:22][CH2:21][CH2:20][CH2:19]2)[N:7]=1. (2) Given the reactants [Cl:1][C:2]1[CH:7]=[CH:6][C:5]([C:8]2[N:9]([CH:14]3[CH2:16][CH2:15]3)[C:10](=[O:13])[NH:11][N:12]=2)=[CH:4][CH:3]=1.C(=O)([O-])[O-].[Cs+].[Cs+].[Br:23][C:24]1[CH:31]=[CH:30][CH:29]=[CH:28][C:25]=1[CH2:26]Br, predict the reaction product. The product is: [Br:23][C:24]1[CH:31]=[CH:30][CH:29]=[CH:28][C:25]=1[CH2:26][N:11]1[C:10](=[O:13])[N:9]([CH:14]2[CH2:16][CH2:15]2)[C:8]([C:5]2[CH:4]=[CH:3][C:2]([Cl:1])=[CH:7][CH:6]=2)=[N:12]1.